Predict the reactants needed to synthesize the given product. From a dataset of Full USPTO retrosynthesis dataset with 1.9M reactions from patents (1976-2016). (1) Given the product [CH2:18]([O:13][C:12](=[O:14])[CH:11]([CH3:15])[CH2:10][C:9]([C:6]1[CH:5]=[CH:4][C:3]([O:2][CH3:1])=[CH:8][CH:7]=1)=[O:16])[CH3:19], predict the reactants needed to synthesize it. The reactants are: [CH3:1][O:2][C:3]1[CH:8]=[CH:7][C:6]([C:9](=[O:16])[CH2:10][CH:11]([CH3:15])[C:12]([OH:14])=[O:13])=[CH:5][CH:4]=1.Br.[CH3:18][C:19](O)=O. (2) Given the product [CH3:17][CH2:16][CH2:15][CH2:14][O:13][C:9]([CH:10]=[CH2:11])=[O:12].[CH2:1]=[CH:2][C:3]1[CH:8]=[CH:7][CH:6]=[CH:5][CH:4]=1.[CH2:1]=[CH:2][C:3]1[C:8]([CH:9]=[CH2:10])=[CH:7][CH:6]=[CH:5][CH:4]=1, predict the reactants needed to synthesize it. The reactants are: [CH2:1]=[CH:2][C:3]1[CH:8]=[CH:7][CH:6]=[CH:5][CH:4]=1.[C:9]([O:13][CH2:14][CH2:15][CH2:16][CH3:17])(=[O:12])[CH:10]=[CH2:11]. (3) Given the product [F:24][C:10]1[CH:11]=[C:12]([C:16]2[C:17]([C:22]#[N:23])=[CH:18][CH:19]=[CH:20][CH:21]=2)[CH:13]=[C:14]([F:15])[C:9]=1[CH2:8][N:7]1[C:6]2[S:25][C:26]([CH2:28][C:29]([F:32])([F:31])[F:30])=[CH:27][C:5]=2[C:4](=[O:33])[N:3]([CH2:35][C:36]([C:38]2[CH:43]=[CH:42][C:41]([O:44][CH3:45])=[CH:40][CH:39]=2)=[O:37])[C:2]1=[O:1], predict the reactants needed to synthesize it. The reactants are: [O:1]=[C:2]1[N:7]([CH2:8][C:9]2[C:14]([F:15])=[CH:13][C:12]([C:16]3[C:17]([C:22]#[N:23])=[CH:18][CH:19]=[CH:20][CH:21]=3)=[CH:11][C:10]=2[F:24])[C:6]2[S:25][C:26]([CH2:28][C:29]([F:32])([F:31])[F:30])=[CH:27][C:5]=2[C:4](=[O:33])[NH:3]1.Br[CH2:35][C:36]([C:38]1[CH:43]=[CH:42][C:41]([O:44][CH3:45])=[CH:40][CH:39]=1)=[O:37].CN(C)C=O.[H-].[Na+]. (4) The reactants are: [Cl:1][C:2]1[CH:10]=[CH:9][CH:8]=[CH:7][C:3]=1[C:4](Cl)=[O:5].[CH3:11][C:12]1[CH:17]=[CH:16][C:15]([S:18]([NH:21][NH2:22])(=[O:20])=[O:19])=[CH:14][CH:13]=1. Given the product [Cl:1][C:2]1[CH:10]=[CH:9][CH:8]=[CH:7][C:3]=1[C:4]([NH:22][NH:21][S:18]([C:15]1[CH:16]=[CH:17][C:12]([CH3:11])=[CH:13][CH:14]=1)(=[O:19])=[O:20])=[O:5], predict the reactants needed to synthesize it. (5) The reactants are: [Br:1][C:2]1[C:3]([C:9]([OH:11])=O)=[C:4]([CH:6]=[CH:7][CH:8]=1)[NH2:5].[N:12]([O-])=O.[Na+].[O-]S([O-])=O.[Na+].[Na+]. Given the product [Br:1][C:2]1[CH:8]=[CH:7][CH:6]=[C:4]2[C:3]=1[C:9]([OH:11])=[N:12][NH:5]2, predict the reactants needed to synthesize it. (6) Given the product [CH3:31][O:17][C:16]([CH:14]1[CH2:13][N:12]([C:19]([O:21][CH2:22][C:23]2[CH:28]=[CH:27][CH:26]=[CH:25][CH:24]=2)=[O:20])[CH:11]2[CH2:10][CH2:9][N:8]([C:6]([O:5][C:1]([CH3:4])([CH3:2])[CH3:3])=[O:7])[CH:15]12)=[O:18], predict the reactants needed to synthesize it. The reactants are: [C:1]([O:5][C:6]([N:8]1[CH:15]2[CH:11]([N:12]([C:19]([O:21][CH2:22][C:23]3[CH:28]=[CH:27][CH:26]=[CH:25][CH:24]=3)=[O:20])[CH2:13][CH:14]2[C:16]([OH:18])=[O:17])[CH2:10][CH2:9]1)=[O:7])([CH3:4])([CH3:3])[CH3:2].[N+](=[CH2:31])=[N-].N(N(C)C(N)=O)=O.[OH-].[K+]. (7) Given the product [CH3:13][N:12]([CH2:11][C:3]1[N:2]([CH3:1])[C:10]2[C:5]([CH:4]=1)=[CH:6][CH:7]=[CH:8][CH:9]=2)[C:21](=[O:24])[CH:22]=[CH2:23], predict the reactants needed to synthesize it. The reactants are: [CH3:1][N:2]1[C:10]2[C:5](=[CH:6][CH:7]=[CH:8][CH:9]=2)[CH:4]=[C:3]1[CH2:11][NH:12][CH3:13].CCN(CC)CC.[C:21](Cl)(=[O:24])[CH:22]=[CH2:23]. (8) Given the product [Br:1][C:2]1[CH:3]=[CH:4][CH:5]=[C:6]2[C:10]=1[NH:9][C:8]([C:11]([O:13][CH2:14][CH3:15])=[O:12])=[C:7]2[CH2:16][CH2:17][CH2:18][O:19][C:28]1[C:29]2[C:24](=[CH:23][CH:22]=[CH:21][CH:20]=2)[CH:25]=[CH:26][CH:27]=1, predict the reactants needed to synthesize it. The reactants are: [Br:1][C:2]1[CH:3]=[CH:4][CH:5]=[C:6]2[C:10]=1[NH:9][C:8]([C:11]([O:13][CH2:14][CH3:15])=[O:12])=[C:7]2[CH2:16][CH2:17][CH2:18][OH:19].[C:20]1(O)[C:29]2[C:24](=[CH:25][CH:26]=[CH:27][CH:28]=2)[CH:23]=[CH:22][CH:21]=1.C1(P(C2C=CC=CC=2)C2C=CC=CC=2)C=CC=CC=1.N(C(OC(C)(C)C)=O)=NC(OC(C)(C)C)=O. (9) Given the product [CH3:8][O:9][C:10]1[CH:11]=[CH:12][C:13]([CH2:14][N:15]2[C:16](=[O:26])[C:17]3[CH:22]=[C:21]([F:23])[C:20]([F:24])=[CH:19][C:18]=3[O:25][CH2:1]2)=[CH:27][CH:28]=1, predict the reactants needed to synthesize it. The reactants are: [C:1]1(C)C=CC=CC=1.[CH3:8][O:9][C:10]1[CH:28]=[CH:27][C:13]([CH2:14][NH:15][C:16](=[O:26])[C:17]2[CH:22]=[C:21]([F:23])[C:20]([F:24])=[CH:19][C:18]=2[OH:25])=[CH:12][CH:11]=1.C=O.C(=O)(O)[O-].[Na+]. (10) Given the product [CH:1]1([NH:4][S:5]([C:8]2[CH:13]=[CH:12][C:11]([C:14]3[C:26](=[O:27])[N:25]([CH2:28][CH3:29])[C:17]4[N:18]=[C:19]([NH:40][CH2:39][CH2:38][CH:35]5[CH2:36][CH2:37][N:32]([CH3:31])[CH2:33][CH2:34]5)[N:20]=[CH:21][C:16]=4[CH:15]=3)=[C:10]([CH3:30])[CH:9]=2)(=[O:6])=[O:7])[CH2:3][CH2:2]1, predict the reactants needed to synthesize it. The reactants are: [CH:1]1([NH:4][S:5]([C:8]2[CH:13]=[CH:12][C:11]([C:14]3[C:26](=[O:27])[N:25]([CH2:28][CH3:29])[C:17]4[N:18]=[C:19](S(C)=O)[N:20]=[CH:21][C:16]=4[CH:15]=3)=[C:10]([CH3:30])[CH:9]=2)(=[O:7])=[O:6])[CH2:3][CH2:2]1.[CH3:31][N:32]1[CH2:37][CH2:36][CH:35]([CH2:38][CH2:39][NH2:40])[CH2:34][CH2:33]1.CCN(C(C)C)C(C)C.